From a dataset of Full USPTO retrosynthesis dataset with 1.9M reactions from patents (1976-2016). Predict the reactants needed to synthesize the given product. (1) Given the product [C:22]([C:24]1[CH:29]=[CH:28][C:27]([CH2:30][C:31]([NH:1][C:2]2[CH:7]=[C:6]([C:8]([C:10]3[C:18]4[CH:17]=[N:16][CH:15]=[N:14][C:13]=4[N:12]([CH:19]4[CH2:20][CH2:21]4)[CH:11]=3)=[O:9])[CH:5]=[CH:4][N:3]=2)=[O:32])=[CH:26][CH:25]=1)#[N:23], predict the reactants needed to synthesize it. The reactants are: [NH2:1][C:2]1[CH:7]=[C:6]([C:8]([C:10]2[C:18]3[CH:17]=[N:16][CH:15]=[N:14][C:13]=3[N:12]([CH:19]3[CH2:21][CH2:20]3)[CH:11]=2)=[O:9])[CH:5]=[CH:4][N:3]=1.[C:22]([C:24]1[CH:29]=[CH:28][C:27]([CH2:30][C:31](O)=[O:32])=[CH:26][CH:25]=1)#[N:23]. (2) Given the product [OH:20][CH2:19][C:18]1[C:13]([NH:12][C:11]2[CH:27]=[CH:28][C:8]([C:6]([O:5][C:1]([CH3:2])([CH3:4])[CH3:3])=[O:7])=[CH:9][CH:10]=2)=[N:14][C:15]([S:25][CH3:26])=[N:16][C:17]=1[CH3:24], predict the reactants needed to synthesize it. The reactants are: [C:1]([O:5][C:6]([C:8]1[CH:28]=[CH:27][C:11]([NH:12][C:13]2[C:18]([C:19](OCC)=[O:20])=[C:17]([CH3:24])[N:16]=[C:15]([S:25][CH3:26])[N:14]=2)=[CH:10][CH:9]=1)=[O:7])([CH3:4])([CH3:3])[CH3:2].[BH4-].[Na+].O. (3) Given the product [N:1]1[CH:6]=[CH:5][CH:4]=[CH:3][C:2]=1[C:7]1[S:11][C:10]([CH:12]=[O:13])=[N:9][N:8]=1, predict the reactants needed to synthesize it. The reactants are: [N:1]1[CH:6]=[CH:5][CH:4]=[CH:3][C:2]=1[C:7]1[S:11][C:10]([CH2:12][OH:13])=[N:9][N:8]=1. (4) Given the product [F:1][C:2]1[CH:7]=[C:6]([F:8])[CH:5]=[CH:4][C:3]=1[C:9]1[C:10]([C:11]2[CH:12]=[CH:13][C:14]3[N:15]([C:17]([CH:20]([CH3:22])[CH3:21])=[N:18][N:19]=3)[N:16]=2)=[C:26]([CH3:27])[NH:28][N:40]=1, predict the reactants needed to synthesize it. The reactants are: [F:1][C:2]1[CH:7]=[C:6]([F:8])[CH:5]=[CH:4][C:3]=1[C:9](=O)[CH2:10][C:11]1[CH:12]=[CH:13][C:14]2[N:15]([C:17]([CH:20]([CH3:22])[CH3:21])=[N:18][N:19]=2)[N:16]=1.CO[C:26](OC)([N:28](C)C)[CH3:27].C1(C)C=CC=CC=1.[NH2:40]N. (5) Given the product [CH2:9]([O:11][C:12](=[O:26])[CH:13]([O:23][CH2:24][CH3:25])[CH2:14][C:15]1[CH:20]=[CH:19][C:18]([O:21][CH2:28][C:29]2[N:30]=[C:31]([C:35]3[CH:40]=[CH:39][CH:38]=[CH:37][C:36]=3[Cl:41])[O:32][C:33]=2[CH3:34])=[CH:17][C:16]=1[CH3:22])[CH3:10], predict the reactants needed to synthesize it. The reactants are: C(=O)([O-])[O-].[Cs+].[Cs+].[I-].[K+].[CH2:9]([O:11][C:12](=[O:26])[CH:13]([O:23][CH2:24][CH3:25])[CH2:14][C:15]1[CH:20]=[CH:19][C:18]([OH:21])=[CH:17][C:16]=1[CH3:22])[CH3:10].Cl[CH2:28][C:29]1[N:30]=[C:31]([C:35]2[CH:40]=[CH:39][CH:38]=[CH:37][C:36]=2[Cl:41])[O:32][C:33]=1[CH3:34].ClC1C=CC=CC=1C=O.O=P(Cl)(Cl)Cl. (6) Given the product [F:5][C:6]1[CH:7]=[C:8]2[C:9](=[CH:10][C:11]=1[F:12])[C:15](=[O:16])[CH2:14][CH2:13]2, predict the reactants needed to synthesize it. The reactants are: [Al+3].[Cl-].[Cl-].[Cl-].[F:5][C:6]1[CH:7]=[C:8]([CH2:13][CH2:14][C:15](Cl)=[O:16])[CH:9]=[CH:10][C:11]=1[F:12]. (7) Given the product [NH:20]1[CH:21]=[C:22]([C:24]2[S:25][C:26]([C:29]([C:2]3[CH:7]=[CH:6][N:5]=[CH:4][CH:3]=3)([OH:32])[CH2:30][CH3:31])=[CH:27][N:28]=2)[CH:23]=[N:19]1, predict the reactants needed to synthesize it. The reactants are: I[C:2]1[CH:7]=[CH:6][N:5]=[CH:4][CH:3]=1.[Li]CCCC.CCCCCC.[NH:19]1[CH:23]=[C:22]([C:24]2[S:25][C:26]([C:29](=[O:32])[CH2:30][CH3:31])=[CH:27][N:28]=2)[CH:21]=[N:20]1. (8) Given the product [Cl:23][C:18]1[CH:17]=[C:16]([C@@:12]23[CH2:13][C@@H:14]2[CH2:15][C:10](=[O:27])[CH2:11]3)[CH:21]=[CH:20][C:19]=1[Cl:22], predict the reactants needed to synthesize it. The reactants are: C1(S([C:10]2(SC)[CH2:15][C@@H:14]3[C@@:12]([C:16]4[CH:21]=[CH:20][C:19]([Cl:22])=[C:18]([Cl:23])[CH:17]=4)([CH2:13]3)[CH2:11]2)(=O)=O)C=CC=CC=1.C[OH:27].Cl.